From a dataset of Forward reaction prediction with 1.9M reactions from USPTO patents (1976-2016). Predict the product of the given reaction. (1) Given the reactants [F:1][C:2]1[CH:3]=[C:4](B(O)O)[CH:5]=[CH:6][CH:7]=1.[CH3:11][O:12][C:13]([C:15]1[S:16][C:17](Br)=[CH:18][C:19]=1[N:20]([CH:30]([CH3:32])[CH3:31])[C:21]([CH:23]1[CH2:28][CH2:27][CH:26]([CH3:29])[CH2:25][CH2:24]1)=[O:22])=[O:14].C1(C)C=CC=CC=1.CO.C([O-])([O-])=O.[Na+].[Na+], predict the reaction product. The product is: [CH3:11][O:12][C:13]([C:15]1[S:16][C:17]([C:4]2[CH:5]=[CH:6][CH:7]=[C:2]([F:1])[CH:3]=2)=[CH:18][C:19]=1[N:20]([CH:30]([CH3:32])[CH3:31])[C:21]([CH:23]1[CH2:24][CH2:25][CH:26]([CH3:29])[CH2:27][CH2:28]1)=[O:22])=[O:14]. (2) The product is: [OH:1][C@@H:2]([C@H:4]1[C:10](=[O:11])[N:9]2[C@@H:5]1[CH2:6][C:7]([C:15]1[CH:16]=[C:17]3[C:21](=[CH:22][CH:23]=1)[NH:20][C:19](=[O:24])[CH2:18]3)=[C:8]2[C:12]([O:14][CH2:33][O:32][C:26](=[O:31])[C:27]([CH3:30])([CH3:29])[CH3:28])=[O:13])[CH3:3]. Given the reactants [OH:1][C@@H:2]([C@H:4]1[C:10](=[O:11])[N:9]2[C@@H:5]1[CH2:6][C:7]([C:15]1[CH:16]=[C:17]3[C:21](=[CH:22][CH:23]=1)[NH:20][C:19](=[O:24])[CH2:18]3)=[C:8]2[C:12]([O-:14])=[O:13])[CH3:3].[Na+].[C:26]([O:32][CH2:33]I)(=[O:31])[C:27]([CH3:30])([CH3:29])[CH3:28].C(OCC)(=O)C, predict the reaction product.